From a dataset of Full USPTO retrosynthesis dataset with 1.9M reactions from patents (1976-2016). Predict the reactants needed to synthesize the given product. (1) Given the product [CH:2]([O:4][C:5]1[N:6]=[C:7]([C:23]2[CH:28]=[N:27][C:26]([C:29]([F:31])([F:30])[F:32])=[N:25][CH:24]=2)[CH:8]=[C:9]([CH2:11][NH2:12])[N:10]=1)([CH3:3])[CH3:1], predict the reactants needed to synthesize it. The reactants are: [CH3:1][CH:2]([O:4][C:5]1[N:10]=[C:9]([CH2:11][N:12]2C(=O)C3C(=CC=CC=3)C2=O)[CH:8]=[C:7]([C:23]2[CH:24]=[N:25][C:26]([C:29]([F:32])([F:31])[F:30])=[N:27][CH:28]=2)[N:6]=1)[CH3:3].NN.O. (2) Given the product [CH3:1][O:2][C:3](=[O:11])[C:4]1[CH:9]=[CH:8][CH:7]=[C:6]([S:10][C:13]2[CH:18]=[CH:17][C:16]([N+:19]([O-:21])=[O:20])=[CH:15][CH:14]=2)[CH:5]=1, predict the reactants needed to synthesize it. The reactants are: [CH3:1][O:2][C:3](=[O:11])[C:4]1[CH:9]=[CH:8][CH:7]=[C:6]([SH:10])[CH:5]=1.Cl[C:13]1[CH:18]=[CH:17][C:16]([N+:19]([O-:21])=[O:20])=[CH:15][CH:14]=1.C[O-].[Na+].C(OCC)(=O)C. (3) Given the product [F:16][C:13]1[CH:14]=[CH:15][C:10]([C@@H:8]([NH:7][C:5]2[S:6][C:2]([C:19]3[CH:26]=[CH:25][C:22]([C:23]#[N:24])=[CH:21][CH:20]=3)([CH3:1])[C:3](=[O:17])[N:4]=2)[CH3:9])=[CH:11][CH:12]=1, predict the reactants needed to synthesize it. The reactants are: [CH3:1][CH:2]1[S:6][C:5]([NH:7][C@H:8]([C:10]2[CH:15]=[CH:14][C:13]([F:16])=[CH:12][CH:11]=2)[CH3:9])=[N:4][C:3]1=[O:17].Br[C:19]1[CH:26]=[CH:25][C:22]([C:23]#[N:24])=[CH:21][CH:20]=1.CC1(C2C=CC(C#N)=CC=2)SC(N[C@H](C2C=CC=CC=2C(F)(F)F)C)=NC1=O.